Dataset: Forward reaction prediction with 1.9M reactions from USPTO patents (1976-2016). Task: Predict the product of the given reaction. (1) Given the reactants [CH:1]([C:4]1[C:13]2[CH:12]=[C:11]([NH:14][C:15]3[CH:25]=[CH:24][C:18]([C:19]([O:21][CH2:22][CH3:23])=[O:20])=[CH:17][CH:16]=3)[C:10]([CH3:26])=[CH:9][C:8]=2[C:7]([CH3:28])([CH3:27])[CH2:6][CH:5]=1)([CH3:3])[CH3:2].[CH:29](=O)[CH3:30], predict the reaction product. The product is: [CH2:29]([N:14]([C:11]1[C:10]([CH3:26])=[CH:9][C:8]2[C:7]([CH3:28])([CH3:27])[CH2:6][CH:5]=[C:4]([CH:1]([CH3:3])[CH3:2])[C:13]=2[CH:12]=1)[C:15]1[CH:16]=[CH:17][C:18]([C:19]([O:21][CH2:22][CH3:23])=[O:20])=[CH:24][CH:25]=1)[CH3:30]. (2) Given the reactants [CH:1]1([NH2:4])[CH2:3][CH2:2]1.C1(N)CCC1.Cl[C:11]1[C:12]2[CH:31]=[CH:30][NH:29][C:13]=2[N:14]=[C:15]([NH:17][C:18]2[CH:19]=[C:20]([NH:24][S:25]([CH3:28])(=[O:27])=[O:26])[CH:21]=[CH:22][CH:23]=2)[N:16]=1.ClC1N=C(NC2C=C(NS(C)(=O)=O)C=CC=2)N=C2C=1N=CN2, predict the reaction product. The product is: [CH:1]1([NH:4][C:11]2[C:12]3[CH:31]=[CH:30][NH:29][C:13]=3[N:14]=[C:15]([NH:17][C:18]3[CH:19]=[C:20]([NH:24][S:25]([CH3:28])(=[O:27])=[O:26])[CH:21]=[CH:22][CH:23]=3)[N:16]=2)[CH2:3][CH2:2]1.